From a dataset of Reaction yield outcomes from USPTO patents with 853,638 reactions. Predict the reaction yield, written as a fraction of the theoretical maximum amount of product (1.0 means a 100% yield; for example, 0.34 means a 34% yield). (1) The reactants are [CH:1]([N:4]1[C:8]([C:9]2[CH:14]=[C:13]([N+:15]([O-])=O)[CH:12]=[CH:11][C:10]=2[O:18][CH3:19])=[CH:7][CH:6]=[N:5]1)([CH3:3])[CH3:2].O.O.Cl[Sn]Cl. The catalyst is C(O)C. The product is [CH:1]([N:4]1[C:8]([C:9]2[CH:14]=[C:13]([NH2:15])[CH:12]=[CH:11][C:10]=2[O:18][CH3:19])=[CH:7][CH:6]=[N:5]1)([CH3:3])[CH3:2]. The yield is 0.940. (2) The reactants are [CH3:1][N:2]1[CH:7]2[CH2:8][CH2:9][CH:3]1[CH2:4][C:5](=[CH:10][C:11]1[CH:12]=[C:13]([C:17]3[CH:22]=[CH:21][CH:20]=[C:19]([C:23]#[N:24])[CH:18]=3)[CH:14]=[CH:15][CH:16]=1)[CH2:6]2.[ClH:25]. The catalyst is CO.[OH-].[OH-].[Pd+2]. The product is [ClH:25].[ClH:25].[CH3:1][N:2]1[CH:7]2[CH2:8][CH2:9][CH:3]1[CH2:4][CH:5]([CH2:10][C:11]1[CH:12]=[C:13]([C:17]3[CH:22]=[CH:21][CH:20]=[C:19]([CH2:23][NH2:24])[CH:18]=3)[CH:14]=[CH:15][CH:16]=1)[CH2:6]2. The yield is 0.870. (3) The reactants are O=S(Cl)Cl.[C:5]([C:9]1[NH:10][C:11]2[C:16]([CH:17]=1)=[CH:15][C:14]([N+:18]([O-:20])=[O:19])=[CH:13][C:12]=2[C:21]([OH:23])=[O:22])([CH3:8])([CH3:7])[CH3:6].[CH3:24]O. No catalyst specified. The product is [C:5]([C:9]1[NH:10][C:11]2[C:16]([CH:17]=1)=[CH:15][C:14]([N+:18]([O-:20])=[O:19])=[CH:13][C:12]=2[C:21]([O:23][CH3:24])=[O:22])([CH3:8])([CH3:6])[CH3:7]. The yield is 0.700. (4) The reactants are [F:1][C:2]1[C:8]([C:9]([F:12])([F:11])[F:10])=[CH:7][CH:6]=[CH:5][C:3]=1[NH2:4].Br[CH2:14][CH:15]([OH:19])[CH2:16][CH2:17]Br.C(=O)([O-])[O-].[Na+].[Na+]. No catalyst specified. The product is [F:1][C:2]1[C:8]([C:9]([F:10])([F:11])[F:12])=[CH:7][CH:6]=[CH:5][C:3]=1[N:4]1[CH2:17][CH2:16][CH:15]([OH:19])[CH2:14]1. The yield is 0.270. (5) The catalyst is O1CCOCC1.ClCCl.Cl[Pd](Cl)([P](C1C=CC=CC=1)(C1C=CC=CC=1)C1C=CC=CC=1)[P](C1C=CC=CC=1)(C1C=CC=CC=1)C1C=CC=CC=1. The reactants are [NH2:1][C:2]1[N:7]=[CH:6][N:5]=[C:4]2[N:8]([CH:12]3[CH2:17][CH2:16][CH:15]([N:18]4[CH2:23][CH2:22][N:21]([C:24]([O:26][C:27]([CH3:30])([CH3:29])[CH3:28])=[O:25])[CH2:20][CH2:19]4)[CH2:14][CH2:13]3)[N:9]=[C:10](I)[C:3]=12.[F:31][C:32]1[CH:37]=[CH:36][C:35](B(O)O)=[CH:34][C:33]=1[N+:41]([O-:43])=[O:42].C(=O)([O-])[O-].[Na+].[Na+]. The product is [NH2:1][C:2]1[N:7]=[CH:6][N:5]=[C:4]2[N:8]([CH:12]3[CH2:17][CH2:16][CH:15]([N:18]4[CH2:23][CH2:22][N:21]([C:24]([O:26][C:27]([CH3:30])([CH3:29])[CH3:28])=[O:25])[CH2:20][CH2:19]4)[CH2:14][CH2:13]3)[N:9]=[C:10]([C:35]3[CH:36]=[CH:37][C:32]([F:31])=[C:33]([N+:41]([O-:43])=[O:42])[CH:34]=3)[C:3]=12. The yield is 0.850. (6) The reactants are [ClH:1].NCC[C:5]1[CH:14]=[CH:13][CH:12]=[CH:11][C:6]=1[C:7]([O:9][CH3:10])=[O:8].COC(=O)C1C=CC=CC=1[CH2:24][C:25]#[N:26].Cl. The catalyst is C(Cl)Cl.CO.CCOCC.[Pd]. The product is [ClH:1].[CH3:10][O:9][C:7](=[O:8])[C:6]1[CH:5]=[CH:14][CH:13]=[C:12]([CH2:24][CH2:25][NH2:26])[CH:11]=1. The yield is 0.870.